From a dataset of Forward reaction prediction with 1.9M reactions from USPTO patents (1976-2016). Predict the product of the given reaction. Given the reactants [Cr](Cl)([O-])(=O)=O.[NH+]1C=CC=CC=1.[N:12]1([CH2:17][CH2:18][CH2:19][O:20][C:21]2[CH:26]=[CH:25][C:24]([C:27]3([CH2:33][OH:34])[CH2:32][CH2:31][O:30][CH2:29][CH2:28]3)=[CH:23][CH:22]=2)[CH2:16][CH2:15][CH2:14][CH2:13]1.S([O-])([O-])(=O)=O.[Mg+2], predict the reaction product. The product is: [N:12]1([CH2:17][CH2:18][CH2:19][O:20][C:21]2[CH:26]=[CH:25][C:24]([C:27]3([CH:33]=[O:34])[CH2:28][CH2:29][O:30][CH2:31][CH2:32]3)=[CH:23][CH:22]=2)[CH2:16][CH2:15][CH2:14][CH2:13]1.